The task is: Predict the reaction yield, written as a fraction of the theoretical maximum amount of product (1.0 means a 100% yield; for example, 0.34 means a 34% yield).. This data is from Reaction yield outcomes from USPTO patents with 853,638 reactions. (1) The reactants are [CH:1]1([N:7]([CH:18]2[CH2:23][CH2:22][CH2:21][CH2:20][CH2:19]2)[C:8]([NH:10][C:11]2[S:12][C:13]([CH:16]=O)=[CH:14][N:15]=2)=[O:9])[CH2:6][CH2:5][CH2:4][CH2:3][CH2:2]1.C(O)(=O)C.[NH:28]1[CH2:33][CH2:32][S:31][CH2:30][CH2:29]1.C(O[BH-](OC(=O)C)OC(=O)C)(=O)C.[Na+]. No catalyst specified. The product is [CH:1]1([N:7]([CH:18]2[CH2:23][CH2:22][CH2:21][CH2:20][CH2:19]2)[C:8]([NH:10][C:11]2[S:12][C:13]([CH2:16][N:28]3[CH2:33][CH2:32][S:31][CH2:30][CH2:29]3)=[CH:14][N:15]=2)=[O:9])[CH2:6][CH2:5][CH2:4][CH2:3][CH2:2]1. The yield is 0.0900. (2) The reactants are [CH3:1][O:2][C:3]1[CH:4]=[C:5]([C:11]2[CH:15]=[C:14]([CH2:16][CH2:17][CH:18]=O)[O:13][N:12]=2)[CH:6]=[CH:7][C:8]=1[O:9][CH3:10].[C:20]1([N:26]2[CH2:31][CH2:30][NH:29][CH2:28][CH2:27]2)[CH:25]=[CH:24][CH:23]=[CH:22][CH:21]=1.[BH-](OC(C)=O)(OC(C)=O)OC(C)=O.[Na+]. The catalyst is C(Cl)Cl. The product is [CH3:10][O:9][C:8]1[CH:7]=[CH:6][C:5]([C:11]2[CH:15]=[C:14]([CH2:16][CH2:17][CH2:18][N:29]3[CH2:30][CH2:31][N:26]([C:20]4[CH:25]=[CH:24][CH:23]=[CH:22][CH:21]=4)[CH2:27][CH2:28]3)[O:13][N:12]=2)=[CH:4][C:3]=1[O:2][CH3:1]. The yield is 1.00. (3) The reactants are [C:1](=[O:4])(O)[O-].[Na+].O.[Br:7][C:8]1[CH:13]=[CH:12][C:11]([C@@H:14]([NH2:16])[CH3:15])=[CH:10][CH:9]=1.ClC(Cl)(OC(=O)OC(Cl)(Cl)Cl)Cl. The catalyst is ClCCl. The product is [Br:7][C:8]1[CH:13]=[CH:12][C:11]([C@@H:14]([N:16]=[C:1]=[O:4])[CH3:15])=[CH:10][CH:9]=1. The yield is 0.794. (4) The reactants are [CH3:1][S:2]([O:5][CH2:6][C@@H:7]1[CH2:11][CH2:10][CH2:9][C@H:8]1[CH2:12]OS(C)(=O)=O)(=[O:4])=[O:3].[N-:18]=[N+:19]=[N-:20].[Na+]. The catalyst is CN(C=O)C. The product is [CH3:1][S:2]([O:5][CH2:6][C@@H:7]1[CH2:11][CH2:10][CH2:9][C@H:8]1[CH2:12][N:18]=[N+:19]=[N-:20])(=[O:4])=[O:3]. The yield is 0.250. (5) The yield is 0.780. The reactants are [CH2:1]([NH:3][C:4]([C:6]1[CH:11]=[CH:10][C:9]([N:12]2[C:16]([O:17][CH2:18][CH2:19][CH2:20][C:21]3[CH:26]=[CH:25][CH:24]=[CH:23][CH:22]=3)=[C:15]([C:27]([O:29]C)=O)[N:14]=[N:13]2)=[CH:8][CH:7]=1)=[O:5])[CH3:2].[OH-].[Na+].[CH:33]1([NH2:36])[CH2:35][CH2:34]1.C1C=CC2N(O)N=NC=2C=1.CCN=C=NCCCN(C)C. The catalyst is CO. The product is [CH:33]1([NH:36][C:27]([C:15]2[N:14]=[N:13][N:12]([C:9]3[CH:10]=[CH:11][C:6]([C:4]([NH:3][CH2:1][CH3:2])=[O:5])=[CH:7][CH:8]=3)[C:16]=2[O:17][CH2:18][CH2:19][CH2:20][C:21]2[CH:26]=[CH:25][CH:24]=[CH:23][CH:22]=2)=[O:29])[CH2:35][CH2:34]1.